Dataset: Peptide-MHC class I binding affinity with 185,985 pairs from IEDB/IMGT. Task: Regression. Given a peptide amino acid sequence and an MHC pseudo amino acid sequence, predict their binding affinity value. This is MHC class I binding data. (1) The peptide sequence is NSISARALK. The MHC is HLA-A68:01 with pseudo-sequence HLA-A68:01. The binding affinity (normalized) is 0.853. (2) The peptide sequence is FSENTWRDEY. The MHC is HLA-A29:02 with pseudo-sequence HLA-A29:02. The binding affinity (normalized) is 0.316.